This data is from Reaction yield outcomes from USPTO patents with 853,638 reactions. The task is: Predict the reaction yield, written as a fraction of the theoretical maximum amount of product (1.0 means a 100% yield; for example, 0.34 means a 34% yield). (1) The reactants are [Cl:1][C:2]1[CH:3]=[CH:4][C:5]([NH:18][CH2:19][CH:20]2[CH2:25][CH2:24][NH:23][CH2:22][CH2:21]2)=[C:6]([CH:17]=1)[C:7]([NH:9][C:10]1[CH:15]=[CH:14][C:13]([CH3:16])=[CH:12][N:11]=1)=[O:8].[O:26]1[CH2:31][CH2:30][C:29](=O)[CH2:28][CH2:27]1.C([BH3-])#N.[Na+]. The catalyst is CO.C(O)(=O)C.O1CCCC1. The product is [Cl:1][C:2]1[CH:3]=[CH:4][C:5]([NH:18][CH2:19][CH:20]2[CH2:25][CH2:24][N:23]([CH:29]3[CH2:30][CH2:31][O:26][CH2:27][CH2:28]3)[CH2:22][CH2:21]2)=[C:6]([CH:17]=1)[C:7]([NH:9][C:10]1[CH:15]=[CH:14][C:13]([CH3:16])=[CH:12][N:11]=1)=[O:8]. The yield is 0.930. (2) The reactants are [Cl:1][C:2]1[C:11]2[C:6](=[CH:7][CH:8]=[C:9]([Cl:12])[N:10]=2)[N:5]=[CH:4][C:3]=1[C:13](=[O:15])[CH3:14].I([Cl:19])(=O)=O.I(Cl)(=O)=O.C([N+](C)(C)C)C1C=CC=CC=1. The catalyst is C1COCC1. The product is [Cl:19][CH2:14][C:13]([C:3]1[CH:4]=[N:5][C:6]2[C:11]([C:2]=1[Cl:1])=[N:10][C:9]([Cl:12])=[CH:8][CH:7]=2)=[O:15]. The yield is 0.320.